Predict the reaction yield, written as a fraction of the theoretical maximum amount of product (1.0 means a 100% yield; for example, 0.34 means a 34% yield). From a dataset of Reaction yield outcomes from USPTO patents with 853,638 reactions. (1) The reactants are [Cl:1][C:2]1[CH:10]=[C:9]([O:11][CH:12]2[CH2:15][O:14][CH2:13]2)[C:5]([C:6]([OH:8])=O)=[CH:4][N:3]=1.CCN(C(C)C)C(C)C.CN([C:28]([O:32][N:33]1N=NC2C=CC=N[C:34]1=2)=[N+](C)C)C.F[P-](F)(F)(F)(F)F.Cl.CONC. The catalyst is C(Cl)Cl. The product is [Cl:1][C:2]1[CH:10]=[C:9]([O:11][CH:12]2[CH2:15][O:14][CH2:13]2)[C:5]([C:6]([N:33]([O:32][CH3:28])[CH3:34])=[O:8])=[CH:4][N:3]=1. The yield is 0.890. (2) The reactants are [F:1][C:2]1[CH:3]=[C:4]2[C:8](=[CH:9][CH:10]=1)[NH:7][C:6](=[O:11])[CH2:5]2.[I:12][C:13]1[C:21]2[C:16](=[CH:17][C:18]([CH:22]=O)=[CH:19][CH:20]=2)[N:15]([CH2:24][O:25][CH2:26][CH2:27][Si:28]([CH3:31])([CH3:30])[CH3:29])[N:14]=1. The catalyst is N1CCCCC1.CO. The product is [F:1][C:2]1[CH:3]=[C:4]2[C:8](=[CH:9][CH:10]=1)[NH:7][C:6](=[O:11])/[C:5]/2=[CH:22]/[C:18]1[CH:17]=[C:16]2[C:21]([C:13]([I:12])=[N:14][N:15]2[CH2:24][O:25][CH2:26][CH2:27][Si:28]([CH3:31])([CH3:30])[CH3:29])=[CH:20][CH:19]=1. The yield is 0.770.